This data is from B-cell epitopes from IEDB database with 3,159 antigens for binding position prediction. The task is: Token-level Classification. Given an antigen amino acid sequence, predict which amino acid positions are active epitope sites capable of antibody binding. Output is a list of indices for active positions. (1) Given the antigen sequence: MAAATLFFLAGAQHIMVSEAFACKPCFSTHLSDIETNTTAAAGFMVLQDINCFRPHGVSAAQEKISFGKSSQCREAVGTPQYITITANVTDESYLYNADLLMLSACLFYASEMSEKGFKVIFGNVSGVVSACVNFTDYVAHVTQHTQQHHLVIDHIRLLHFLTPSAMRWATTIACLFAILLAI, which amino acid positions are active epitope sites? The epitope positions are: [172, 173, 174, 175, 176, 177, 178, 179, 180, 181, 182]. The amino acids at these positions are: IACLFAILLAI. (2) Given the antigen sequence: DILLTQSPAILSVSPGERVSFSCRASQSIGTSIHWYQQRTNGSPRLLIKYASESISGIPSNGSPRLLIKYASESISGIPSEDIADYYCQQSNSWPFTFGSGTKLEIK, which amino acid positions are active epitope sites? The epitope positions are: [36, 37, 38, 39, 40, 41, 42, 43, 44, 45, 46, 47, 48, 49, 50]. The amino acids at these positions are: QQRTNGSPRLLIKYA. (3) Given the antigen sequence: MELPILKTNAITTILAAVTLCFASSQNITEEFYQSTCSAVSKGYLSALRTGWYTSVITIELSNIKENKCNGTDAKVKLIKQELDKYKNAVTELQLLMQSTPAANNRARRELPRFMNYTLNNTKNNNVTLSKKRKRRFLGFLLGVGSAIASGIAVSKVLHLEGEVNKIKSALLSTNKAVVSLSNGVSVLTSKVLDLKNYIDKQLLPIVNKQSCSISNIETVIEFQQKNNRLLEITREFSVNAGVTTPVSTYMLTNSELLSLINDMPITNDQKKLMSNNVQIVRQQSYSIMSIIKEEVLAYVVQLPLYGVIDTPCWKLHTSPLCTTNTKEGSNICLTRTDRGWYCDNAGSVSFFPQAETCKVQSNRVFCDTMNSLTLPSEVNLCNIDIFNPKYDCKIMTSKADVSSSVITSLGAIVSCYGKTKCTASNKNRGIIKTFSNGCDYVSNKGVDTVSVGNTLYYVNKQEGKSLYVKGEPIINFYDPLVFPSDEFDASISQVNEKIN..., which amino acid positions are active epitope sites? The epitope positions are: [264, 265, 266, 267, 268, 269, 270, 271]. The amino acids at these positions are: PITNDQKK. (4) Given the antigen sequence: MSDNGPQSNQRSAPRITFGGPTDSTDNNQNGGRNGARPKQRRPQGLPNNTASWFTALTQHGKEELRFPRGQGVPINTNSGPDDQIGYYRRATRRVRGGDGKMKELSPRWYFYYLGTGPEASLPYGANKEGIVWVATEGALNTPKDHIGTRNPNNNAATVLQLPQGTTLPKGFYAEGSRGGSQASSRSSSRSRGNSRNSTPGSSRGNSPARMASGGGETALALLLLDRLNQLESKVSGKGQQQQGQTVTKKSAAEASKKPRQKRTATKQYNVTQAFGRRGPEQTQGNFGDQDLIRQGTDYKHWPQIAQFAPSASAFFGMSRIGMEVTPSGTWLTYHGAIKLDDKDPQFKDNVILLNKHIDAYKTFPPTEPKKDKKKKTDEAQPLPQRQKKQPTVTLLPAADMDDFSRQLQNSMSGASADSTQA, which amino acid positions are active epitope sites? The epitope positions are: [210, 211, 212, 213, 214, 215, 216, 217, 218, 219, 220, 221, 222, 223, 224]. The amino acids at these positions are: MASGGGETALALLLL. (5) The epitope positions are: [47, 48, 49, 50, 51, 52, 53, 54, 55, 56, 57, 58, 59, 60, 61, 62, 63, 64, 65, 66]. The amino acids at these positions are: KTTSQVRPRHITSLEVIKAG. Given the antigen sequence: MSSAARSRLTRATRQEMLFLALLLLPVVVAFARAEAEEDGDLQCLCVKTTSQVRPRHITSLEVIKAGPHCPTAQLIATLKNGRKICLDLQALLYKKIIKEHLES, which amino acid positions are active epitope sites? (6) Given the antigen sequence: MVTSGILQLPRERFRKTSFFVWVIILFHKVFPIPLGVVHNNTLQVSDIDKLVCRDKLSSTSQLKSVGLNLEGNGVATDVPTATKRWGFRAGVPPKVVNYEAGEWAENCYNLDIKKADGSECLPEAPEGVRGFPRCRYVHKVSGTGPCPEGYAFHKEGAFFLYDRLASTIIYRSTTFSEGVVAFLILPETKKDFFQSPPLHEPANMTTDPSSYYHTVTLNYVADNFGTNMTNFLFQVDHLTYVQLEPRFTPQFLVQLNETIYTNGRRSNTTGTLIWKVNPTVDTGVGEWAFWENKKNFTKTLSSEELSVIFVPRAQDPGSNQKTKVTPTSFANNQTSKNHEDLVPEDPASVVQVRDLQRENTVPTPPPDTVPTTLIPDTMEEQTTSHYEPPNISRNHQERNNTAHPETLANNPPDNTTPSTPPQDGERTSSHTTPSPRPVPTSTIHPTTRETHIPTTMTTSHDTDSNRPNPIDISESTEPGPLTNTTRGAANLLTGSRRTR..., which amino acid positions are active epitope sites? The epitope positions are: [265, 266, 267, 268, 269, 270, 271, 272, 273, 274, 275, 276]. The amino acids at these positions are: RSNTTGTLIWKV. (7) Given the antigen sequence: MASENMTPQDYIGHHLNNLQLDLRTFSLVDPQNPPATFWTINIDSMFFSVVLGLLFLVLFRSVAKKATSGVPGKFQTAIELVIGFVNGSVKDMYHGKSKLIAPLALTIFVWVFLMNLMDLLPIDLLPYIAEHVLGLPALRVVPSADVNVTLSMALGVFILILFYSIKMKGIGGFTKELTLQPFNHWASIPVNLILEGVSLLSKPVSLGLRLFGNMYAGELIFILIAGLLPWWSQWILNVPWAIFHILIITLQAFIFMVLTIVYLSMASEEH, which amino acid positions are active epitope sites? The epitope positions are: [3, 4, 5, 6, 7, 8, 9]. The amino acids at these positions are: ENMTPQD. (8) The epitope positions are: [204, 205, 206, 207, 208, 209, 210, 211]. The amino acids at these positions are: RRARAAGM. Given the antigen sequence: RIGRLVFRACRKLYPKDIQVVAIHDLGDIKTNVYLLKYDTAHRAFPEPVTVDEAKQEFTVGEGADKWVVKSIGGRLGPSQLPWKELGIDVVLESTGIFRTKAEKDAEGKIKKDGYDGHLVSGAKKVVLSVPSADEIECTLVLGVNDEDLKPETKCISNASCTTNCLGPVAKTLNNAFGIRNGFMTTVHSYTNDQVVADTMHKDLRRARAAGMNIIPTSTGAAIALPKVCHGLPPKSLDGFALRVPTITGSLVDLTVNVNAKVTKEEVNAALKKATEEGSLKGIMTYVTDPIVSSDIIGCQYSSIVDALSTKVLPNPEGQGTLVKVLSWYDNEWMYSCRCADIFHRLEKYL, which amino acid positions are active epitope sites? (9) The epitope positions are: [23, 24, 25, 26, 27, 28, 29, 30, 31, 32, 33, 34, 35, 36, 37, 38, 39]. The amino acids at these positions are: KWCFRVCYRGICYRRCR. Given the antigen sequence: MKKLVIALCLMMVLAVMVEEAEAKWCFRVCYRGICYRRCRGKRNEVRQYRDRGYDVRAIPEETFFTRQDEDEDDDEE, which amino acid positions are active epitope sites?